From a dataset of Forward reaction prediction with 1.9M reactions from USPTO patents (1976-2016). Predict the product of the given reaction. (1) Given the reactants [N+:1]([C:4]1[CH:13]=[CH:12][CH:11]=[C:10]2[C:5]=1[CH:6]=[CH:7]O[C:9]2=[O:14])([O-:3])=[O:2].[NH2:15][CH2:16][CH:17]1[CH2:20][N:19]([C:21]([O:23][C:24]([CH3:27])([CH3:26])[CH3:25])=[O:22])[CH2:18]1.CO, predict the reaction product. The product is: [N+:1]([C:4]1[CH:13]=[CH:12][CH:11]=[C:10]2[C:5]=1[CH:6]=[CH:7][N:15]([CH2:16][CH:17]1[CH2:20][N:19]([C:21]([O:23][C:24]([CH3:27])([CH3:26])[CH3:25])=[O:22])[CH2:18]1)[C:9]2=[O:14])([O-:3])=[O:2]. (2) Given the reactants [CH:1]1[CH:2]=[CH:3][C:4]2[NH:11][C:9](=[O:10])[CH:8]=[C:7]([CH2:12][CH:13]([NH:17][C:18]([C:20]3[CH:21]=[CH:22][C:23]([Cl:26])=[CH:24][CH:25]=3)=[O:19])[C:14]([OH:16])=[O:15])[C:5]=2[CH:6]=1.[CH3:27][C:28]1[CH:29]=[C:30]([CH:33]=[CH:34][CH:35]=1)[CH2:31]Cl, predict the reaction product. The product is: [Cl:26][C:23]1[CH:24]=[CH:25][C:20]([C:18]([NH:17][CH:13]([CH2:12][C:7]2[C:5]3[C:4](=[CH:3][CH:2]=[CH:1][CH:6]=3)[NH:11][C:9](=[O:10])[CH:8]=2)[C:14]([O:16][CH2:27][C:28]2[CH:35]=[CH:34][CH:33]=[C:30]([CH3:31])[CH:29]=2)=[O:15])=[O:19])=[CH:21][CH:22]=1. (3) The product is: [O:3]1[C:7]2([CH2:12][CH2:11][CH:10]([O:13][CH2:15][C:16]3[C:17]([C:24]4[C:25]([Cl:31])=[CH:26][CH:27]=[CH:28][C:29]=4[Cl:30])=[N:18][O:19][C:20]=3[CH:21]3[CH2:23][CH2:22]3)[CH2:9][CH2:8]2)[O:6][CH2:5][CH2:4]1. Given the reactants [H-].[Na+].[O:3]1[C:7]2([CH2:12][CH2:11][CH:10]([OH:13])[CH2:9][CH2:8]2)[O:6][CH2:5][CH2:4]1.Br[CH2:15][C:16]1[C:17]([C:24]2[C:29]([Cl:30])=[CH:28][CH:27]=[CH:26][C:25]=2[Cl:31])=[N:18][O:19][C:20]=1[CH:21]1[CH2:23][CH2:22]1, predict the reaction product. (4) Given the reactants CN(C)C(N(C)C)=N.[CH3:9][O:10][C:11]([CH:13](P(OC)(OC)=O)[NH:14][C:15]([O:17][CH2:18][C:19]1[CH:24]=[CH:23][CH:22]=[CH:21][CH:20]=1)=[O:16])=[O:12].[CH3:31][Si:32]([CH3:50])([CH3:49])[CH2:33][CH2:34][S:35]([N:38]1[C:46]2[C:41](=[CH:42][C:43]([CH:47]=O)=[CH:44][CH:45]=2)[CH:40]=[CH:39]1)(=[O:37])=[O:36], predict the reaction product. The product is: [CH3:9][O:10][C:11](=[O:12])[C:13]([NH:14][C:15]([O:17][CH2:18][C:19]1[CH:20]=[CH:21][CH:22]=[CH:23][CH:24]=1)=[O:16])=[CH:47][C:43]1[CH:42]=[C:41]2[C:46](=[CH:45][CH:44]=1)[N:38]([S:35]([CH2:34][CH2:33][Si:32]([CH3:31])([CH3:50])[CH3:49])(=[O:36])=[O:37])[CH:39]=[CH:40]2. (5) Given the reactants [NH:1]1[CH2:6][CH2:5][O:4][CH2:3][CH2:2]1.Br[CH2:8][C:9]1[CH:10]=[CH:11][C:12]([Cl:15])=[N:13][CH:14]=1.O, predict the reaction product. The product is: [Cl:15][C:12]1[N:13]=[CH:14][C:9]([CH2:8][N:1]2[CH2:6][CH2:5][O:4][CH2:3][CH2:2]2)=[CH:10][CH:11]=1. (6) Given the reactants Br[C:2]1[C:10]2[C:6](=[N:7][S:8][N:9]=2)[C:5](Br)=[CH:4][CH:3]=1.C([Sn](CCCC)(CCCC)[C:17]1[S:18][CH:19]=[CH:20][CH:21]=1)CCC, predict the reaction product. The product is: [S:18]1[CH:19]=[CH:20][CH:21]=[C:17]1[C:2]1[C:10]2[C:6](=[N:7][S:8][N:9]=2)[C:5]([C:19]2[S:18][CH:17]=[CH:21][CH:20]=2)=[CH:4][CH:3]=1. (7) Given the reactants [C:1]([O:5][C:6]([N:8]1[CH2:17][CH2:16][C:15]2[C:10](=[C:11](Br)[CH:12]=[CH:13][C:14]=2[F:18])[CH2:9]1)=[O:7])([CH3:4])([CH3:3])[CH3:2].[CH2:20]([O:22][C:23](=[O:42])[CH2:24][C:25]1[CH:30]=[CH:29][C:28]([O:31][CH3:32])=[C:27](B2OC(C)(C)C(C)(C)O2)[CH:26]=1)[CH3:21].C(=O)([O-])[O-].[Na+].[Na+], predict the reaction product. The product is: [C:1]([O:5][C:6]([N:8]1[CH2:17][CH2:16][C:15]2[C:10](=[C:11]([C:27]3[CH:26]=[C:25]([CH2:24][C:23]([O:22][CH2:20][CH3:21])=[O:42])[CH:30]=[CH:29][C:28]=3[O:31][CH3:32])[CH:12]=[CH:13][C:14]=2[F:18])[CH2:9]1)=[O:7])([CH3:4])([CH3:3])[CH3:2]. (8) Given the reactants [CH3:1][O:2][C:3]1[CH:27]=[CH:26][C:6]2[N:7]=[C:8]([NH:10][C:11]3[CH:16]=[C:15]([CH2:17][C:18]4[CH:23]=[CH:22][CH:21]=[CH:20][CH:19]=4)[N:14]=[C:13](SC)[N:12]=3)[S:9][C:5]=2[CH:4]=1.O[O:29][S:30]([O-:32])=O.[K+].O.Cl[CH2:36]Cl, predict the reaction product. The product is: [CH3:1][O:2][C:3]1[CH:27]=[CH:26][C:6]2[N:7]=[C:8]([NH:10][C:11]3[CH:16]=[C:15]([CH2:17][C:18]4[CH:23]=[CH:22][CH:21]=[CH:20][CH:19]=4)[N:14]=[C:13]([S:30]([CH3:36])(=[O:32])=[O:29])[N:12]=3)[S:9][C:5]=2[CH:4]=1.